Dataset: CYP2D6 inhibition data for predicting drug metabolism from PubChem BioAssay. Task: Regression/Classification. Given a drug SMILES string, predict its absorption, distribution, metabolism, or excretion properties. Task type varies by dataset: regression for continuous measurements (e.g., permeability, clearance, half-life) or binary classification for categorical outcomes (e.g., BBB penetration, CYP inhibition). Dataset: cyp2d6_veith. (1) The molecule is COC(=O)[C@](C)(N)Cc1ccc(O)cc1. The result is 0 (non-inhibitor). (2) The compound is C[C@@H](CN)CC(=O)O.C[C@@H](CN)CC(=O)O.O=S(=O)(O)c1cccc2c(S(=O)(=O)O)cccc12. The result is 0 (non-inhibitor). (3) The drug is COc1cc2c(cc1C(F)(F)F)N(C(=O)Nc1cc(F)cc(-c3cccnc3)c1)CC2. The result is 0 (non-inhibitor). (4) The molecule is COC(=O)COc1ccc(Cl)cc1C1Nc2ccccc2C(=O)N1c1ccc(OC)cc1. The result is 0 (non-inhibitor). (5) The drug is Cc1nc(Oc2ccc(Cl)cc2)c2oc3ccccc3c2n1. The result is 0 (non-inhibitor). (6) The drug is C[N+](C)(N)Cc1nc(-c2ccc(Cl)cc2)no1. The result is 0 (non-inhibitor). (7) The drug is O=P(C(c1ccc2c(c1)OCO2)N1CCOCC1)(N1CCOCC1)N1CCOCC1. The result is 0 (non-inhibitor). (8) The molecule is C/C(O)=C\c1nc2ccccc2oc1=O. The result is 0 (non-inhibitor). (9) The compound is CCNc1ncc2nc(-c3cccs3)c(=O)n(-c3ccc(OC)cc3)c2n1. The result is 0 (non-inhibitor).